This data is from Forward reaction prediction with 1.9M reactions from USPTO patents (1976-2016). The task is: Predict the product of the given reaction. (1) Given the reactants C(OC(=O)[NH:7][CH2:8][CH2:9][N:10]1[C:18]2[C:17]([NH:19][C:20]3[CH:25]=[CH:24][C:23]([O:26][C:27]4[CH:32]=[CH:31][CH:30]=[C:29]([O:33][C:34]5[CH:39]=[CH:38][CH:37]=[CH:36][CH:35]=5)[CH:28]=4)=[C:22]([Cl:40])[CH:21]=3)=[N:16][CH:15]=[N:14][C:13]=2[CH:12]=[CH:11]1)(C)(C)C.[ClH:42], predict the reaction product. The product is: [ClH:40].[ClH:42].[NH2:7][CH2:8][CH2:9][N:10]1[C:18]2[C:17]([NH:19][C:20]3[CH:25]=[CH:24][C:23]([O:26][C:27]4[CH:32]=[CH:31][CH:30]=[C:29]([O:33][C:34]5[CH:39]=[CH:38][CH:37]=[CH:36][CH:35]=5)[CH:28]=4)=[C:22]([Cl:40])[CH:21]=3)=[N:16][CH:15]=[N:14][C:13]=2[CH:12]=[CH:11]1. (2) Given the reactants [CH2:1]([N:8]1[C:12]([C:13]2[C:18]([CH3:19])=[CH:17][CH:16]=[CH:15][C:14]=2[NH2:20])=[N:11][N:10]=[N:9]1)[C:2]1[CH:7]=[CH:6][CH:5]=[CH:4][CH:3]=1.[C:21]1([S:27](Cl)(=[O:29])=[O:28])[CH:26]=[CH:25][CH:24]=[CH:23][CH:22]=1, predict the reaction product. The product is: [CH2:1]([N:8]1[C:12]([C:13]2[C:18]([CH3:19])=[CH:17][CH:16]=[CH:15][C:14]=2[NH:20][S:27]([C:21]2[CH:26]=[CH:25][CH:24]=[CH:23][CH:22]=2)(=[O:29])=[O:28])=[N:11][N:10]=[N:9]1)[C:2]1[CH:3]=[CH:4][CH:5]=[CH:6][CH:7]=1. (3) Given the reactants [CH2:1]([N:8]([CH2:12][C:13]1[C:18](Cl)=[N:17][C:16]([Cl:20])=[CH:15][N:14]=1)[CH2:9][CH2:10][OH:11])[C:2]1[CH:7]=[CH:6][CH:5]=[CH:4][CH:3]=1.CC([O-])(C)C.[K+], predict the reaction product. The product is: [CH2:1]([N:8]1[CH2:12][C:13]2[N:14]=[CH:15][C:16]([Cl:20])=[N:17][C:18]=2[O:11][CH2:10][CH2:9]1)[C:2]1[CH:7]=[CH:6][CH:5]=[CH:4][CH:3]=1. (4) Given the reactants C(=O)([O-])[O-].[Cs+].[Cs+].[Cl:7][C:8]1[C:25]([C:26]2[CH:35]=[CH:34][C:29]3[O:30][CH2:31][CH2:32][O:33][C:28]=3[CH:27]=2)=[CH:24][CH:23]=[CH:22][C:9]=1[CH2:10][O:11][C:12]1[C:19]([CH3:20])=[CH:18][C:15]([CH:16]=[O:17])=[C:14]([OH:21])[CH:13]=1.Cl[CH2:37][C:38]1[CH:39]=[N:40][CH:41]=[C:42]([CH:45]=1)[C:43]#[N:44], predict the reaction product. The product is: [Cl:7][C:8]1[C:25]([C:26]2[CH:35]=[CH:34][C:29]3[O:30][CH2:31][CH2:32][O:33][C:28]=3[CH:27]=2)=[CH:24][CH:23]=[CH:22][C:9]=1[CH2:10][O:11][C:12]1[C:19]([CH3:20])=[CH:18][C:15]([CH:16]=[O:17])=[C:14]([CH:13]=1)[O:21][CH2:37][C:38]1[CH:39]=[N:40][CH:41]=[C:42]([CH:45]=1)[C:43]#[N:44]. (5) Given the reactants [CH3:1][C:2]1([C:7]([O:9]C)=O)[CH2:6][CH2:5][CH2:4][O:3]1.[H-].[Na+].[C:13](#[N:15])[CH3:14], predict the reaction product. The product is: [CH3:1][C:2]1([C:7](=[O:9])[CH2:14][C:13]#[N:15])[CH2:6][CH2:5][CH2:4][O:3]1. (6) The product is: [Cl:14][C:15]1[CH:16]=[C:17]([C:4]2([OH:9])[C:3]([C:10]([O:12][CH3:13])=[O:11])=[C:2]([CH3:1])[CH2:7][CH:6]([CH3:8])[CH2:5]2)[CH:18]=[CH:19][C:20]=1[Cl:21]. Given the reactants [CH3:1][C:2]1[CH2:7][CH:6]([CH3:8])[CH2:5][C:4](=[O:9])[C:3]=1[C:10]([O:12][CH3:13])=[O:11].[Cl:14][C:15]1[CH:16]=[C:17]([Mg]Br)[CH:18]=[CH:19][C:20]=1[Cl:21].[Cl-].[NH4+], predict the reaction product. (7) Given the reactants [CH2:1]([O:8][C:9]1[CH:14]=[CH:13][C:12]([NH:15][C:16]2[C:25]3[C:20](=[CH:21][CH:22]=[C:23](Br)[CH:24]=3)[N:19]=[CH:18][N:17]=2)=[CH:11][CH:10]=1)[C:2]1[CH:7]=[CH:6][CH:5]=[CH:4][CH:3]=1.C([Sn](CCCC)(CCCC)[C:32]1[CH:37]=[CH:36][CH:35]=[CH:34][N:33]=1)CCC, predict the reaction product. The product is: [CH2:1]([O:8][C:9]1[CH:14]=[CH:13][C:12]([NH:15][C:16]2[C:25]3[C:20](=[CH:21][CH:22]=[C:23]([C:32]4[CH:37]=[CH:36][CH:35]=[CH:34][N:33]=4)[CH:24]=3)[N:19]=[CH:18][N:17]=2)=[CH:11][CH:10]=1)[C:2]1[CH:7]=[CH:6][CH:5]=[CH:4][CH:3]=1. (8) The product is: [OH:36][C:30]1([CH2:29][NH:28][C:24]([C:7]2[N:8]([CH2:12][C:13]3[CH:18]=[CH:17][CH:16]=[C:15]([O:19][C:20]([F:21])([F:23])[F:22])[CH:14]=3)[C:9]3[C:5]([CH:6]=2)=[CH:4][C:3]([C:1]#[N:2])=[CH:11][CH:10]=3)=[O:26])[CH2:35][CH2:34][CH2:33][CH2:32][CH2:31]1. Given the reactants [C:1]([C:3]1[CH:4]=[C:5]2[C:9](=[CH:10][CH:11]=1)[N:8]([CH2:12][C:13]1[CH:18]=[CH:17][CH:16]=[C:15]([O:19][C:20]([F:23])([F:22])[F:21])[CH:14]=1)[C:7]([C:24]([OH:26])=O)=[CH:6]2)#[N:2].Cl.[NH2:28][CH2:29][C:30]1([OH:36])[CH2:35][CH2:34][CH2:33][CH2:32][CH2:31]1, predict the reaction product. (9) The product is: [CH2:34]([C:23]1[CH:24]=[C:25]([C:29]2[NH:30][N:31]=[N:32][CH:33]=2)[C:26]([OH:28])=[CH:27][C:22]=1[O:21][CH2:20][CH2:19][CH2:18][O:17][C:13]1[C:12]([CH2:36][CH2:37][CH3:38])=[C:11]([CH:16]=[CH:15][CH:14]=1)[O:10][C:5]1[CH:6]=[CH:7][CH:8]=[CH:9][C:4]=1[C:3]([OH:39])=[O:2])[CH3:35]. Given the reactants C[O:2][C:3](=[O:39])[C:4]1[CH:9]=[CH:8][CH:7]=[CH:6][C:5]=1[O:10][C:11]1[CH:16]=[CH:15][CH:14]=[C:13]([O:17][CH2:18][CH2:19][CH2:20][O:21][C:22]2[CH:27]=[C:26]([OH:28])[C:25]([C:29]3[NH:30][N:31]=[N:32][CH:33]=3)=[CH:24][C:23]=2[CH2:34][CH3:35])[C:12]=1[CH2:36][CH2:37][CH3:38].[OH-].[Li+], predict the reaction product. (10) Given the reactants [Cl:1][C:2]1[CH:3]=[C:4]([C:16]([NH:18][C@H:19]([C:21]2[CH:29]=[CH:28][C:24]([C:25](O)=[O:26])=[CH:23][CH:22]=2)[CH3:20])=[O:17])[C:5]([O:8][C:9]2[CH:14]=[CH:13][C:12]([F:15])=[CH:11][CH:10]=2)=[N:6][CH:7]=1.[CH3:30][O:31][C:32]1[CH:33]=[C:34]([S:38]([NH2:41])(=[O:40])=[O:39])[CH:35]=[CH:36][CH:37]=1, predict the reaction product. The product is: [Cl:1][C:2]1[CH:7]=[N:6][C:5]([O:8][C:9]2[CH:14]=[CH:13][C:12]([F:15])=[CH:11][CH:10]=2)=[C:4]([CH:3]=1)[C:16]([NH:18][C@H:19]([C:21]1[CH:22]=[CH:23][C:24]([C:25]([NH:41][S:38]([C:34]2[CH:35]=[CH:36][CH:37]=[C:32]([O:31][CH3:30])[CH:33]=2)(=[O:39])=[O:40])=[O:26])=[CH:28][CH:29]=1)[CH3:20])=[O:17].